This data is from Reaction yield outcomes from USPTO patents with 853,638 reactions. The task is: Predict the reaction yield, written as a fraction of the theoretical maximum amount of product (1.0 means a 100% yield; for example, 0.34 means a 34% yield). (1) The reactants are C(OC([NH:6][N:7]=[C:8]([C:18]1[C:19]([Cl:25])=[N:20][CH:21]=[C:22]([Br:24])[CH:23]=1)[CH2:9][C:10]1[CH:15]=[CH:14][CH:13]=[C:12]([Cl:16])[C:11]=1[Cl:17])=O)C.[S:26](Cl)(Cl)=O. No catalyst specified. The product is [Br:24][C:22]1[CH:23]=[C:18]([C:8]2[N:7]=[N:6][S:26][C:9]=2[C:10]2[CH:15]=[CH:14][CH:13]=[C:12]([Cl:16])[C:11]=2[Cl:17])[C:19]([Cl:25])=[N:20][CH:21]=1. The yield is 0.500. (2) The reactants are [F:1][C:2]1[CH:7]=[CH:6][C:5]([N:8]2[C:12]([C:13]3[CH:18]=[CH:17][C:16]([C@:19]4([C:35](=[O:37])[NH2:36])[CH2:23][CH2:22][CH2:21][N:20]4[C:24](=[O:34])[C@@H:25]([NH:29][C:30](=[O:33])[O:31][CH3:32])[CH:26]([CH3:28])[CH3:27])=[CH:15][CH:14]=3)=[CH:11][CH:10]=[C:9]2[C:38]2[CH:43]=[CH:42][C:41]([C@:44]3([C:60](=[O:62])[NH2:61])[CH2:48][CH2:47][CH2:46][N:45]3[C:49](=[O:59])[C@@H:50]([NH:54][C:55](=[O:58])[O:56][CH3:57])[CH:51]([CH3:53])[CH3:52])=[CH:40][CH:39]=2)=[CH:4][CH:3]=1.[Br:63]N1C(=O)CCC1=O. The catalyst is C(Cl)Cl. The product is [Br:63][C:10]1[CH:11]=[C:12]([C:13]2[CH:18]=[CH:17][C:16]([C@:19]3([C:35](=[O:37])[NH2:36])[CH2:23][CH2:22][CH2:21][N:20]3[C:24](=[O:34])[C@@H:25]([NH:29][C:30](=[O:33])[O:31][CH3:32])[CH:26]([CH3:28])[CH3:27])=[CH:15][CH:14]=2)[N:8]([C:5]2[CH:6]=[CH:7][C:2]([F:1])=[CH:3][CH:4]=2)[C:9]=1[C:38]1[CH:39]=[CH:40][C:41]([C@:44]2([C:60](=[O:62])[NH2:61])[CH2:48][CH2:47][CH2:46][N:45]2[C:49](=[O:59])[C@@H:50]([NH:54][C:55](=[O:58])[O:56][CH3:57])[CH:51]([CH3:52])[CH3:53])=[CH:42][CH:43]=1. The yield is 0.170. (3) The product is [CH3:21][N:19]([CH3:20])[CH2:18][CH2:17][N:12]1[C:11](=[O:22])[C:10]2[CH:23]=[CH:24][CH:25]=[C:8]3[C:9]=2[C:14](=[C:15]2[C:2]([NH:1][C:27](=[O:28])[O:29][CH2:30][CH3:31])=[CH:3][CH:4]=[CH:5][C:6]2=[CH:7]3)[C:13]1=[O:16]. The yield is 0.830. The reactants are [NH2:1][C:2]1[C:15]2[C:6](=[CH:7][C:8]3[C:9]4[C:14]=2[C:13](=[O:16])[N:12]([CH2:17][CH2:18][N:19]([CH3:21])[CH3:20])[C:11](=[O:22])[C:10]=4[CH:23]=[CH:24][CH:25]=3)[CH:5]=[CH:4][CH:3]=1.Cl[C:27]([O:29][CH2:30][CH3:31])=[O:28].C(N(CC)CC)C.C(Cl)Cl.CO. The catalyst is ClCCl. (4) The reactants are [Cl:1][C:2]1[C:7]([CH3:8])=[CH:6][C:5]([OH:9])=[C:4]([CH:10]([CH3:12])[CH3:11])[CH:3]=1.[Mg+2].[Cl-].[Cl-].[CH2:16]=[O:17].Cl. The catalyst is C(#N)C. The product is [Cl:1][C:2]1[C:7]([CH3:8])=[C:6]([C:5]([OH:9])=[C:4]([CH:10]([CH3:12])[CH3:11])[CH:3]=1)[CH:16]=[O:17]. The yield is 0.990. (5) The reactants are [C:1]([C:5]1[CH:6]=[C:7]([CH:178]=[C:179]([C:181]([CH3:184])([CH3:183])[CH3:182])[CH:180]=1)[CH:8]=[CH:9][C:10]1[CH:11]=[C:12]([CH:159]=[C:160]([CH:162]=[CH:163][C:164]2[CH:169]=[C:168]([C:170]([CH3:173])([CH3:172])[CH3:171])[CH:167]=[C:166]([C:174]([CH3:177])([CH3:176])[CH3:175])[CH:165]=2)[CH:161]=1)[CH:13]=[CH:14][C:15]1[CH:16]=[C:17]([CH:116]=[C:117]([CH:119]=[CH:120][C:121]2[CH:126]=[C:125]([CH:127]=[CH:128][C:129]3[CH:134]=[C:133]([C:135]([CH3:138])([CH3:137])[CH3:136])[CH:132]=[C:131]([C:139]([CH3:142])([CH3:141])[CH3:140])[CH:130]=3)[CH:124]=[C:123]([CH:143]=[CH:144][C:145]3[CH:150]=[C:149]([C:151]([CH3:154])([CH3:153])[CH3:152])[CH:148]=[C:147]([C:155]([CH3:158])([CH3:157])[CH3:156])[CH:146]=3)[CH:122]=2)[CH:118]=1)[CH:18]=[CH:19][C:20]1[CH:21]=[C:22]([CH:25]=[C:26]([CH:28]=[CH:29][C:30]2[CH:35]=[C:34]([CH:36]=[CH:37][C:38]3[CH:43]=[C:42]([CH:44]=[CH:45][C:46]4[CH:51]=[C:50]([C:52]([CH3:55])([CH3:54])[CH3:53])[CH:49]=[C:48]([C:56]([CH3:59])([CH3:58])[CH3:57])[CH:47]=4)[CH:41]=[C:40]([CH:60]=[CH:61][C:62]4[CH:67]=[C:66]([C:68]([CH3:71])([CH3:70])[CH3:69])[CH:65]=[C:64]([C:72]([CH3:75])([CH3:74])[CH3:73])[CH:63]=4)[CH:39]=3)[CH:33]=[C:32]([CH:76]=[CH:77][C:78]3[CH:83]=[C:82]([CH:84]=[CH:85][C:86]4[CH:91]=[C:90]([C:92]([CH3:95])([CH3:94])[CH3:93])[CH:89]=[C:88]([C:96]([CH3:99])([CH3:98])[CH3:97])[CH:87]=4)[CH:81]=[C:80]([CH:100]=[CH:101][C:102]4[CH:107]=[C:106]([C:108]([CH3:111])([CH3:110])[CH3:109])[CH:105]=[C:104]([C:112]([CH3:115])([CH3:114])[CH3:113])[CH:103]=4)[CH:79]=3)[CH:31]=2)[CH:27]=1)[CH:23]=[O:24])([CH3:4])([CH3:3])[CH3:2].[BH4-].[Na+]. The catalyst is O1CCCC1. The product is [C:56]([C:48]1[CH:47]=[C:46]([CH:51]=[C:50]([C:52]([CH3:55])([CH3:54])[CH3:53])[CH:49]=1)[CH:45]=[CH:44][C:42]1[CH:43]=[C:38]([CH:39]=[C:40]([CH:60]=[CH:61][C:62]2[CH:67]=[C:66]([C:68]([CH3:71])([CH3:70])[CH3:69])[CH:65]=[C:64]([C:72]([CH3:75])([CH3:74])[CH3:73])[CH:63]=2)[CH:41]=1)[CH:37]=[CH:36][C:34]1[CH:35]=[C:30]([CH:31]=[C:32]([CH:76]=[CH:77][C:78]2[CH:79]=[C:80]([CH:100]=[CH:101][C:102]3[CH:103]=[C:104]([C:112]([CH3:114])([CH3:113])[CH3:115])[CH:105]=[C:106]([C:108]([CH3:111])([CH3:110])[CH3:109])[CH:107]=3)[CH:81]=[C:82]([CH:84]=[CH:85][C:86]3[CH:91]=[C:90]([C:92]([CH3:95])([CH3:94])[CH3:93])[CH:89]=[C:88]([C:96]([CH3:99])([CH3:98])[CH3:97])[CH:87]=3)[CH:83]=2)[CH:33]=1)[CH:29]=[CH:28][C:26]1[CH:25]=[C:22]([CH:21]=[C:20]([CH:19]=[CH:18][C:17]2[CH:16]=[C:15]([CH:14]=[CH:13][C:12]3[CH:11]=[C:10]([CH:9]=[CH:8][C:7]4[CH:178]=[C:179]([C:181]([CH3:183])([CH3:182])[CH3:184])[CH:180]=[C:5]([C:1]([CH3:4])([CH3:3])[CH3:2])[CH:6]=4)[CH:161]=[C:160]([CH:162]=[CH:163][C:164]4[CH:169]=[C:168]([C:170]([CH3:173])([CH3:172])[CH3:171])[CH:167]=[C:166]([C:174]([CH3:177])([CH3:176])[CH3:175])[CH:165]=4)[CH:159]=3)[CH:118]=[C:117]([CH:119]=[CH:120][C:121]3[CH:126]=[C:125]([CH:127]=[CH:128][C:129]4[CH:134]=[C:133]([C:135]([CH3:136])([CH3:137])[CH3:138])[CH:132]=[C:131]([C:139]([CH3:140])([CH3:141])[CH3:142])[CH:130]=4)[CH:124]=[C:123]([CH:143]=[CH:144][C:145]4[CH:146]=[C:147]([C:155]([CH3:156])([CH3:157])[CH3:158])[CH:148]=[C:149]([C:151]([CH3:152])([CH3:153])[CH3:154])[CH:150]=4)[CH:122]=3)[CH:116]=2)[CH:27]=1)[CH2:23][OH:24])([CH3:57])([CH3:58])[CH3:59]. The yield is 0.800.